From a dataset of Full USPTO retrosynthesis dataset with 1.9M reactions from patents (1976-2016). Predict the reactants needed to synthesize the given product. (1) Given the product [Cl:1][C:2]1[CH:7]=[CH:6][C:5]([C:8](=[O:10])[CH2:9][C:27]([CH:24]2[CH2:25][CH2:26][O:21][CH2:22][CH2:23]2)=[O:28])=[CH:4][CH:3]=1, predict the reactants needed to synthesize it. The reactants are: [Cl:1][C:2]1[CH:7]=[CH:6][C:5]([C:8](=[O:10])[CH3:9])=[CH:4][CH:3]=1.C[Si](C)(C)[N-][Si](C)(C)C.[Na+].[O:21]1[CH2:26][CH2:25][CH:24]([C:27](Cl)=[O:28])[CH2:23][CH2:22]1. (2) Given the product [C:17]([C:21]1[CH:26]=[CH:25][C:24]([S:27]([NH:1][C:2]2[CH:7]=[CH:6][C:5]([Cl:8])=[CH:4][C:3]=2[C:9]([C:11]2[CH:16]=[CH:15][N:14]=[CH:13][CH:12]=2)=[O:10])(=[O:29])=[O:28])=[CH:23][CH:22]=1)([CH3:20])([CH3:18])[CH3:19], predict the reactants needed to synthesize it. The reactants are: [NH2:1][C:2]1[CH:7]=[CH:6][C:5]([Cl:8])=[CH:4][C:3]=1[C:9]([C:11]1[CH:16]=[CH:15][N:14]=[CH:13][CH:12]=1)=[O:10].[C:17]([C:21]1[CH:26]=[CH:25][C:24]([S:27](Cl)(=[O:29])=[O:28])=[CH:23][CH:22]=1)([CH3:20])([CH3:19])[CH3:18]. (3) Given the product [OH:4][CH2:3][C:5]1[CH:6]=[C:7]([C:11]2[CH:16]=[CH:15][C:14]([C:17]([O:19][CH3:20])=[O:18])=[CH:13][CH:12]=2)[CH:8]=[CH:9][CH:10]=1, predict the reactants needed to synthesize it. The reactants are: [BH4-].[Na+].[CH:3]([C:5]1[CH:6]=[C:7]([C:11]2[CH:16]=[CH:15][C:14]([C:17]([O:19][CH3:20])=[O:18])=[CH:13][CH:12]=2)[CH:8]=[CH:9][CH:10]=1)=[O:4]. (4) Given the product [NH2:1][CH2:2][CH2:3][N:4]1[C:21](=[N:22][C:23]2[CH:28]=[CH:27][CH:26]=[CH:25][C:24]=2[CH3:31])[CH:20]=[C:7]2[C:8]3[C:13]([CH2:14][CH2:15][N:6]2[C:5]1=[O:32])=[CH:12][C:11]([O:16][CH3:17])=[C:10]([O:18][CH3:19])[CH:9]=3, predict the reactants needed to synthesize it. The reactants are: [NH2:1][CH2:2][CH2:3][N:4]1[C:21](=[N:22][C:23]2[C:28](C)=[CH:27][C:26](C)=[CH:25][C:24]=2[CH3:31])[CH:20]=[C:7]2[C:8]3[C:13]([CH2:14][CH2:15][N:6]2[C:5]1=[O:32])=[CH:12][C:11]([O:16][CH3:17])=[C:10]([O:18][CH3:19])[CH:9]=3.O.NN. (5) Given the product [CH2:32]([N:20]1[CH:21]=[C:22]([C:24]2[CH:29]=[CH:28][C:27]([Cl:30])=[CH:26][C:25]=2[Cl:31])[N:23]=[C:19]1[C@@H:18]([NH:36][C:47]([NH:46][C:41]1[CH:42]=[CH:43][CH:44]=[CH:45][C:40]=1[O:39][CH3:38])=[O:48])[CH2:17][C:14]1[CH:15]=[CH:16][C:11]([O:10][C:7]2[CH:8]=[CH:9][C:4]([C:3]([OH:2])=[O:37])=[CH:5][CH:6]=2)=[CH:12][CH:13]=1)[CH2:33][CH2:34][CH3:35], predict the reactants needed to synthesize it. The reactants are: C[O:2][C:3](=[O:37])[C:4]1[CH:9]=[CH:8][C:7]([O:10][C:11]2[CH:16]=[CH:15][C:14]([CH2:17][C@H:18]([NH2:36])[C:19]3[N:20]([CH2:32][CH2:33][CH2:34][CH3:35])[CH:21]=[C:22]([C:24]4[CH:29]=[CH:28][C:27]([Cl:30])=[CH:26][C:25]=4[Cl:31])[N:23]=3)=[CH:13][CH:12]=2)=[CH:6][CH:5]=1.[CH3:38][O:39][C:40]1[CH:45]=[CH:44][CH:43]=[CH:42][C:41]=1[N:46]=[C:47]=[O:48].NC(N)=O. (6) Given the product [NH2:30][C:31]1[CH:32]=[CH:33][C:34]([C:35]([NH:12][C@H:9]([C:10]([OH:11])=[O:47])[CH2:8][C:6]([OH:5])=[O:7])=[O:37])=[CH:38][CH:39]=1, predict the reactants needed to synthesize it. The reactants are: CC([O:5][C:6]([CH2:8][C@H:9]([NH:12]C(OCC1C2C(=CC=CC=2)C2C1=CC=CC=2)=O)[CH:10]=[O:11])=[O:7])(C)C.[NH2:30][C:31]1[CH:39]=[CH:38][C:34]([C:35]([OH:37])=O)=[CH:33][CH:32]=1.CN(C([O:47]N1N=NC2C=CC=CC1=2)=[N+](C)C)C.[B-](F)(F)(F)F.C1C=CC2N(O)N=NC=2C=1.CCN(C(C)C)C(C)C.